Predict the reaction yield, written as a fraction of the theoretical maximum amount of product (1.0 means a 100% yield; for example, 0.34 means a 34% yield). From a dataset of Reaction yield outcomes from USPTO patents with 853,638 reactions. (1) The reactants are [CH:1]1([CH2:6][C@H:7]([N:11]2[CH2:19][C:18]3[C:13](=[CH:14][CH:15]=[CH:16][C:17]=3[C:20]([F:23])([F:22])[F:21])[C:12]2=[O:24])[C:8]([OH:10])=O)[CH2:5][CH2:4][CH2:3][CH2:2]1.[C:25](Cl)(=O)C(Cl)=O.[NH2:31][C:32]1[CH:36]=[CH:35][N:34]([CH2:37][CH2:38][C:39]([OH:41])=[O:40])[N:33]=1.N1[C:47]([CH3:48])=[CH:46]C=CC=1C. The catalyst is C(Cl)Cl.CN(C)C=O. The product is [C:47]([O:40][C:39](=[O:41])[CH2:38][CH2:37][N:34]1[CH:35]=[CH:36][C:32]([NH:31][C:8](=[O:10])[C@@H:7]([N:11]2[CH2:19][C:18]3[C:13](=[CH:14][CH:15]=[CH:16][C:17]=3[C:20]([F:21])([F:23])[F:22])[C:12]2=[O:24])[CH2:6][CH:1]2[CH2:2][CH2:3][CH2:4][CH2:5]2)=[N:33]1)([CH3:46])([CH3:48])[CH3:25]. The yield is 0.940. (2) The reactants are [F:1][C:2]([F:16])([F:15])[C:3]1[CH:14]=[CH:13][C:6]([CH2:7][CH:8]([C:11]#[N:12])[C:9]#[N:10])=[CH:5][CH:4]=1.[H-].[Na+].Br[CH2:20][CH2:21][F:22]. The catalyst is CN(C)C=O. The product is [F:22][CH2:21][CH2:20][C:8]([CH2:7][C:6]1[CH:5]=[CH:4][C:3]([C:2]([F:15])([F:16])[F:1])=[CH:14][CH:13]=1)([C:11]#[N:12])[C:9]#[N:10]. The yield is 0.480. (3) The reactants are [Cl:1][C:2]1[C:7]([N:8]=[CH:9][N:10]([CH3:12])[CH3:11])=[C:6]([Cl:13])[N:5]=[C:4]([N:14]=CN(C)C)[N:3]=1.Cl.C(Cl)(Cl)Cl.CO.[OH-].[NH4+]. The catalyst is C(O)C. The product is [NH2:14][C:4]1[N:3]=[C:2]([Cl:1])[C:7]([N:8]=[CH:9][N:10]([CH3:11])[CH3:12])=[C:6]([Cl:13])[N:5]=1. The yield is 0.950. (4) The reactants are [CH3:1][O:2][C:3]1[CH:8]=[CH:7][NH:6][C:5](=[O:9])[C:4]=1[C:10]#[N:11].Br[CH2:13][CH:14]1[CH2:16][CH2:15]1.C(=O)([O-])[O-].[K+].[K+]. The catalyst is C(#N)C. The product is [CH:14]1([CH2:13][N:6]2[CH:7]=[CH:8][C:3]([O:2][CH3:1])=[C:4]([C:10]#[N:11])[C:5]2=[O:9])[CH2:16][CH2:15]1. The yield is 0.940.